From a dataset of Full USPTO retrosynthesis dataset with 1.9M reactions from patents (1976-2016). Predict the reactants needed to synthesize the given product. (1) Given the product [Cl:1][C:2]1[CH:3]=[C:4]([CH:8]=[C:9]([N:11]2[CH2:16][CH2:15][CH:14]([NH:17][C:18]([C:20]3[NH:21][C:22]([CH3:25])=[CH:23][CH:24]=3)=[O:19])[CH2:13][CH2:12]2)[N:10]=1)[C:5]([NH:29][O:27][CH3:28])=[O:6], predict the reactants needed to synthesize it. The reactants are: [Cl:1][C:2]1[CH:3]=[C:4]([CH:8]=[C:9]([N:11]2[CH2:16][CH2:15][CH:14]([NH:17][C:18]([C:20]3[NH:21][C:22]([CH3:25])=[CH:23][CH:24]=3)=[O:19])[CH2:13][CH2:12]2)[N:10]=1)[C:5](O)=[O:6].Cl.[O:27]([NH2:29])[CH3:28]. (2) Given the product [CH3:21][O:20][C:18](=[O:19])[C:17]([OH:22])([C:16]([F:24])([F:23])[F:15])[C:11]1[C:12](=[O:13])[N:8]([C:5]2[CH:4]=[CH:3][C:2]([F:1])=[CH:7][CH:6]=2)[NH:9][C:10]=1[CH3:14], predict the reactants needed to synthesize it. The reactants are: [F:1][C:2]1[CH:7]=[CH:6][C:5]([N:8]2[C:12](=[O:13])[CH:11]=[C:10]([CH3:14])[NH:9]2)=[CH:4][CH:3]=1.[F:15][C:16]([F:24])([F:23])[C:17](=[O:22])[C:18]([O:20][CH3:21])=[O:19]. (3) Given the product [C:3]([C:2](=[CH:12][N:13]([CH3:15])[CH3:14])[C:1]([O:7][CH2:8][CH3:9])=[O:6])(=[O:4])[CH3:5], predict the reactants needed to synthesize it. The reactants are: [C:1]([O:7][CH2:8][CH3:9])(=[O:6])[CH2:2][C:3]([CH3:5])=[O:4].CO[CH:12](OC)[N:13]([CH3:15])[CH3:14]. (4) Given the product [C:51]1([NH:50][C:23]([C:17]2[C:18](=[O:22])[O:19][C:20]3[C:15]([CH:16]=2)=[CH:14][CH:13]=[CH:12][C:21]=3[O:33][CH3:29])=[O:25])[CH:56]=[CH:55][CH:54]=[CH:53][CH:52]=1, predict the reactants needed to synthesize it. The reactants are: CCN(C(C)C)C(C)C.CO[C:12]1[CH:21]=[C:20]2[C:15]([CH:16]=[C:17]([C:23]([OH:25])=O)[C:18](=[O:22])[O:19]2)=[CH:14][CH:13]=1.CN([C:29]([O:33]N1N=NC2C=CC=NC1=2)=[N+](C)C)C.F[P-](F)(F)(F)(F)F.[NH2:50][C:51]1[CH:56]=[CH:55][CH:54]=[CH:53][CH:52]=1.